This data is from Full USPTO retrosynthesis dataset with 1.9M reactions from patents (1976-2016). The task is: Predict the reactants needed to synthesize the given product. (1) Given the product [NH2:8][C:4]1[CH:5]=[CH:6][CH:7]=[C:2]([Br:1])[C:3]=1[NH:11][CH2:12][CH2:13][OH:14], predict the reactants needed to synthesize it. The reactants are: [Br:1][C:2]1[CH:7]=[CH:6][CH:5]=[C:4]([N+:8]([O-])=O)[C:3]=1[NH:11][CH2:12][CH2:13][OH:14].C(=O)(O)[O-].[Na+]. (2) Given the product [Br:1][C:2]1[N:3]=[CH:4][C:5]([CH2:6][NH:10][CH2:11][CH2:12][CH2:13][OH:14])=[CH:8][CH:9]=1, predict the reactants needed to synthesize it. The reactants are: [Br:1][C:2]1[CH:9]=[CH:8][C:5]([CH:6]=O)=[CH:4][N:3]=1.[NH2:10][CH2:11][CH2:12][CH2:13][OH:14].C(O)(=O)C.C(O[BH-](OC(=O)C)OC(=O)C)(=O)C.[Na+]. (3) Given the product [OH:1][C@@H:2]1[CH2:6][N:5]([C:7](=[O:17])[C@@H:8]([NH:12][C:13]([O:15][CH3:16])=[O:14])[CH:9]([CH3:11])[CH3:10])[C@H:4]([C:18]2[NH:19][C:20]([C:23]3[CH:24]=[C:25]4[C:30](=[CH:31][CH:32]=3)[CH:29]=[C:28]([C:33]3[CH:38]=[CH:37][C:36]([C:39]5[NH:43][C:42]([C@@H:44]6[CH2:48][CH2:47][CH2:46][N:45]6[C:63](=[O:65])[C@H:62]([NH:61][C:59](=[O:60])[O:58][CH3:57])[C:66]6[CH:71]=[CH:70][CH:69]=[CH:68][CH:67]=6)=[N:41][CH:40]=5)=[CH:35][CH:34]=3)[CH:27]=[CH:26]4)=[CH:21][N:22]=2)[CH2:3]1, predict the reactants needed to synthesize it. The reactants are: [OH:1][C@@H:2]1[CH2:6][N:5]([C:7](=[O:17])[C@@H:8]([NH:12][C:13]([O:15][CH3:16])=[O:14])[CH:9]([CH3:11])[CH3:10])[C@H:4]([C:18]2[NH:19][C:20]([C:23]3[CH:24]=[C:25]4[C:30](=[CH:31][CH:32]=3)[CH:29]=[C:28]([C:33]3[CH:38]=[CH:37][C:36]([C:39]5[NH:43][C:42]([C@@H:44]6[CH2:48][CH2:47][CH2:46][N:45]6C(OC(C)(C)C)=O)=[N:41][CH:40]=5)=[CH:35][CH:34]=3)[CH:27]=[CH:26]4)=[CH:21][N:22]=2)[CH2:3]1.Cl.[CH3:57][O:58][C:59]([NH:61][C@H:62]([C:66]1[CH:71]=[CH:70][CH:69]=[CH:68][CH:67]=1)[C:63]([OH:65])=O)=[O:60].CCOC(C(C#N)=NOC(N1CCOCC1)=[N+](C)C)=O.F[P-](F)(F)(F)(F)F.CCN(C(C)C)C(C)C. (4) Given the product [NH:14]1[C:22]2[C:17](=[CH:18][CH:19]=[CH:20][CH:21]=2)[CH:16]=[C:15]1[CH:23]=[C:7]1[C:6]2[C:10](=[CH:11][CH:12]=[C:4]([C:1]([OH:3])=[O:2])[CH:5]=2)[NH:9][C:8]1=[O:13], predict the reactants needed to synthesize it. The reactants are: [C:1]([C:4]1[CH:5]=[C:6]2[C:10](=[CH:11][CH:12]=1)[NH:9][C:8](=[O:13])[CH2:7]2)([OH:3])=[O:2].[NH:14]1[C:22]2[C:17](=[CH:18][CH:19]=[CH:20][CH:21]=2)[CH:16]=[C:15]1[CH:23]=O. (5) Given the product [CH2:19]([C:2]1[C:15]2[C:16]3=[C:17]4[C:12](=[CH:13][CH:14]=2)[CH:11]=[CH:10][C:9]([CH2:4][CH:5]([CH3:16])[CH3:6])=[C:8]4[CH:7]=[CH:6][C:5]3=[CH:4][CH:3]=1)[CH:20]([CH3:22])[CH3:21], predict the reactants needed to synthesize it. The reactants are: Br[C:2]1[C:15]2[C:16]3=[C:17]4[C:12](=[CH:13][CH:14]=2)[CH:11]=[CH:10][C:9](Br)=[C:8]4[CH:7]=[CH:6][C:5]3=[CH:4][CH:3]=1.[CH2:19](B(O)O)[CH:20]([CH3:22])[CH3:21].O.[O-]P([O-])([O-])=O.[K+].[K+].[K+]. (6) Given the product [Br:32][C:33]1[N:38]2[N:39]=[CH:40][N:41]=[C:37]2[C:36]([NH:56][C:46]2[CH:47]=[CH:48][C:49]([N:50]3[CH2:51][CH2:52][O:53][CH2:54][CH2:55]3)=[C:44]([F:43])[CH:45]=2)=[N:35][CH:34]=1, predict the reactants needed to synthesize it. The reactants are: CN1CCN(C2C=CC(NC3C4N(N=CN=4)C(C4C=C(C(N)=O)SC=4)=CN=3)=CC=2)CC1.[Br:32][C:33]1[N:38]2[N:39]=[CH:40][N:41]=[C:37]2[C:36](Br)=[N:35][CH:34]=1.[F:43][C:44]1[CH:45]=[C:46]([NH2:56])[CH:47]=[CH:48][C:49]=1[N:50]1[CH2:55][CH2:54][O:53][CH2:52][CH2:51]1.CCN(C(C)C)C(C)C.